This data is from Forward reaction prediction with 1.9M reactions from USPTO patents (1976-2016). The task is: Predict the product of the given reaction. (1) Given the reactants Cl[C:2]1[CH:7]=[C:6]([O:8][C:9]2[C:10]([C:16]3[CH:17]=[N:18][CH:19]=[N:20][CH:21]=3)=[N:11][C:12]([CH3:15])=[CH:13][CH:14]=2)[CH:5]=[CH:4][N:3]=1.[CH3:22][O:23][C:24]1[CH:25]=[C:26]([CH:28]=[C:29]([O:33][CH3:34])[C:30]=1[O:31][CH3:32])[NH2:27].C([O-])([O-])=O.[Cs+].[Cs+].CC1(C)C2C(=C(P(C3C=CC=CC=3)C3C=CC=CC=3)C=CC=2)OC2C(P(C3C=CC=CC=3)C3C=CC=CC=3)=CC=CC1=2, predict the reaction product. The product is: [CH3:15][C:12]1[N:11]=[C:10]([C:16]2[CH:17]=[N:18][CH:19]=[N:20][CH:21]=2)[C:9]([O:8][C:6]2[CH:5]=[CH:4][N:3]=[C:2]([NH:27][C:26]3[CH:28]=[C:29]([O:33][CH3:34])[C:30]([O:31][CH3:32])=[C:24]([O:23][CH3:22])[CH:25]=3)[CH:7]=2)=[CH:14][CH:13]=1. (2) Given the reactants [H-].[Na+].Br[CH:4]([C:9]1[CH:14]=[CH:13][C:12]([O:15][CH3:16])=[CH:11][CH:10]=1)[C:5]([O:7][CH3:8])=[O:6].[C:17]1([CH2:23][C:24]([O:26][CH2:27]C)=[O:25])C=CC=CC=1.C(OCC)(=O)C=C, predict the reaction product. The product is: [CH3:16][O:15][C:12]1[CH:13]=[CH:14][C:9]([C:4]2([C:5]([O:7][CH3:8])=[O:6])[CH2:17][CH:23]2[C:24]([O:26][CH3:27])=[O:25])=[CH:10][CH:11]=1.